This data is from Reaction yield outcomes from USPTO patents with 853,638 reactions. The task is: Predict the reaction yield, written as a fraction of the theoretical maximum amount of product (1.0 means a 100% yield; for example, 0.34 means a 34% yield). (1) The yield is 0.979. The catalyst is CC(C)=O. The product is [Br:1][C:2]1[CH:7]=[C:6]([CH3:8])[CH:5]=[C:4]([N+:9]([O-:11])=[O:10])[C:3]=1[O:12][CH3:13]. The reactants are [Br:1][C:2]1[CH:7]=[C:6]([CH3:8])[CH:5]=[C:4]([N+:9]([O-:11])=[O:10])[C:3]=1[OH:12].[C:13](=O)([O-])[O-].[K+].[K+].IC. (2) The reactants are Br[C:2]1[CH:7]=[CH:6][CH:5]=[C:4]([Br:8])[C:3]=1[CH3:9].[C:10]1(=[O:20])[C:19]2[C:14](=[CH:15][CH:16]=[CH:17][CH:18]=2)[CH2:13][CH2:12][NH:11]1.C(=O)([O-])[O-].[K+].[K+]. The yield is 0.110. The catalyst is CS(C)=O.C(Cl)Cl.[Cu]I. The product is [Br:8][C:4]1[C:3]([CH3:9])=[C:2]([N:11]2[CH2:12][CH2:13][C:14]3[C:19](=[CH:18][CH:17]=[CH:16][CH:15]=3)[C:10]2=[O:20])[CH:7]=[CH:6][CH:5]=1. (3) The reactants are [Br:1][C:2]1[CH:24]=[N:23][C:5]2[N:6]([CH3:22])[C:7](=[O:21])[N:8]([CH2:11][CH2:12][CH2:13][O:14][CH:15]3CCCC[O:16]3)[C:9](=[O:10])[C:4]=2[C:3]=1[CH:25](O)[CH2:26][CH:27]([CH3:29])[CH3:28]. The catalyst is C(O)=O.[Zn]. The product is [CH:15]([O:14][CH2:13][CH2:12][CH2:11][N:8]1[C:9](=[O:10])[C:4]2[C:3]([CH2:25][CH2:26][CH:27]([CH3:29])[CH3:28])=[C:2]([Br:1])[CH:24]=[N:23][C:5]=2[N:6]([CH3:22])[C:7]1=[O:21])=[O:16]. The yield is 0.470. (4) The reactants are [F:1][C:2]1[CH:10]=[CH:9][CH:8]=[C:7]([CH3:11])[C:3]=1[C:4](O)=O.[N+:12]([O-])(O)=O.[C:16](=[O:19])([O-])[O-].[K+].[K+].IC.[OH2:24]. The catalyst is S(=O)(=O)(O)O. The product is [NH2:12][C:8]1[C:7]([CH3:11])=[C:3]([C:2]([F:1])=[CH:10][CH:9]=1)[C:4]([O:19][CH3:16])=[O:24]. The yield is 0.570. (5) The reactants are [NH2:1][C:2]1[N:7]=[CH:6][N:5]=[C:4]2[N:8]([CH2:12][C@H:13]3[CH2:17][CH2:16][CH2:15][N:14]3[C:18]([O:20][C:21]([CH3:24])([CH3:23])[CH3:22])=[O:19])[N:9]=[C:10](I)[C:3]=12.[F:25][C:26]1[CH:41]=[CH:40][CH:39]=[CH:38][C:27]=1[O:28][C:29]1[CH:34]=[CH:33][C:32](B(O)O)=[CH:31][CH:30]=1.C(=O)([O-])[O-].[Na+].[Na+]. The catalyst is O1CCOCC1.O.C1C=CC([P]([Pd]([P](C2C=CC=CC=2)(C2C=CC=CC=2)C2C=CC=CC=2)([P](C2C=CC=CC=2)(C2C=CC=CC=2)C2C=CC=CC=2)[P](C2C=CC=CC=2)(C2C=CC=CC=2)C2C=CC=CC=2)(C2C=CC=CC=2)C2C=CC=CC=2)=CC=1. The product is [NH2:1][C:2]1[N:7]=[CH:6][N:5]=[C:4]2[N:8]([CH2:12][C@@H:13]3[CH2:17][CH2:16][CH2:15][N:14]3[C:18]([O:20][C:21]([CH3:24])([CH3:23])[CH3:22])=[O:19])[N:9]=[C:10]([C:32]3[CH:31]=[CH:30][C:29]([O:28][C:27]4[CH:38]=[CH:39][CH:40]=[CH:41][C:26]=4[F:25])=[CH:34][CH:33]=3)[C:3]=12. The yield is 0.590.